This data is from Reaction yield outcomes from USPTO patents with 853,638 reactions. The task is: Predict the reaction yield, written as a fraction of the theoretical maximum amount of product (1.0 means a 100% yield; for example, 0.34 means a 34% yield). (1) The reactants are [F:1][C:2]1[CH:7]=[CH:6][C:5](I)=[C:4]([S:9][CH3:10])[CH:3]=1.C([O-])([O-])=O.[K+].[K+].[C:17]([O:21][CH3:22])(=[O:20])[CH:18]=[CH2:19].N#N. The catalyst is [Cl-].C([N+](CCCC)(CCCC)CCCC)CCC.CN(C=O)C.CC([O-])=O.CC([O-])=O.[Pd+2].O. The product is [CH3:22][O:21][C:17](=[O:20])[CH:18]=[CH:19][C:5]1[CH:6]=[CH:7][C:2]([F:1])=[CH:3][C:4]=1[S:9][CH3:10]. The yield is 0.890. (2) The reactants are [C:1]([C:4]1[CH:5]=[C:6](B(O)O)[CH:7]=[CH:8][CH:9]=1)([OH:3])=[O:2].Br[C:14]1[CH:15]=[C:16]2[CH:22]=[C:21]([C:23]3[CH:28]=[CH:27][C:26]([F:29])=[CH:25][CH:24]=3)[O:20][C:17]2=[N:18][CH:19]=1.C([O-])([O-])=O.[Cs+].[Cs+]. The catalyst is O1CCOCC1.O.C1C=CC([P]([Pd]([P](C2C=CC=CC=2)(C2C=CC=CC=2)C2C=CC=CC=2)([P](C2C=CC=CC=2)(C2C=CC=CC=2)C2C=CC=CC=2)[P](C2C=CC=CC=2)(C2C=CC=CC=2)C2C=CC=CC=2)(C2C=CC=CC=2)C2C=CC=CC=2)=CC=1. The product is [F:29][C:26]1[CH:25]=[CH:24][C:23]([C:21]2[O:20][C:17]3=[N:18][CH:19]=[C:14]([C:6]4[CH:5]=[C:4]([CH:9]=[CH:8][CH:7]=4)[C:1]([OH:3])=[O:2])[CH:15]=[C:16]3[CH:22]=2)=[CH:28][CH:27]=1. The yield is 0.300. (3) The reactants are [OH:1][C:2]1([CH:16]2[CH2:21][CH2:20][CH2:19][CH2:18][N:17]2[C:22]([O:24][C:25]([CH3:28])([CH3:27])[CH3:26])=[O:23])[CH2:5][N:4](C(OCC2C=CC=CC=2)=O)[CH2:3]1. The catalyst is CO.[Pd]. The product is [OH:1][C:2]1([CH:16]2[CH2:21][CH2:20][CH2:19][CH2:18][N:17]2[C:22]([O:24][C:25]([CH3:28])([CH3:27])[CH3:26])=[O:23])[CH2:3][NH:4][CH2:5]1. The yield is 0.980. (4) The reactants are Cl[C:2]1[CH:7]=[C:6]([CH3:8])[C:5]([C:9](=[O:11])[CH3:10])=[C:4]([CH3:12])[CH:3]=1.[O-]P([O-])([O-])=O.[K+].[K+].[K+].[CH3:21][O:22][C:23]1[CH:24]=[C:25]([OH:29])[CH:26]=[CH:27][CH:28]=1. The catalyst is C1(C)C=CC=CC=1.CC([O-])=O.CC([O-])=O.[Pd+2].C(P(C(C)(C)C)C1C=CC=CC=1C1C(C(C)C)=CC(C(C)C)=CC=1C(C)C)(C)(C)C. The product is [CH3:21][O:22][C:23]1[CH:24]=[C:25]([CH:26]=[CH:27][CH:28]=1)[O:29][C:2]1[CH:7]=[C:6]([CH3:8])[C:5]([C:9](=[O:11])[CH3:10])=[C:4]([CH3:12])[CH:3]=1. The yield is 0.730. (5) The reactants are O.[O:2]=[CH:3][C@@H:4]([C@@H:6]([C@H:8]([C@H:10]([CH3:12])[OH:11])[OH:9])[OH:7])[OH:5].[C:13]1(=O)[CH2:18][CH2:17][CH2:16][CH2:15][CH2:14]1.S(=O)(=O)(O)O.C(OCC)(=O)C. The catalyst is CCOCC.S([O-])([O-])(=O)=O.[Cu+2].CCCCCC. The product is [OH:9][CH:8]([C@H:6]1[O:7][C:13]2([CH2:18][CH2:17][CH2:16][CH2:15][CH2:14]2)[O:5][C@H:4]1[CH:3]=[O:2])[CH:10]([OH:11])[CH3:12]. The yield is 0.570. (6) The reactants are [C:1]([CH:3]([NH:9][C:10](=O)[CH2:11][CH3:12])[C:4]([O:6][CH2:7][CH3:8])=[O:5])#[N:2].COC1C=CC(P2(SP(C3C=CC(OC)=CC=3)(=S)S2)=[S:23])=CC=1. The catalyst is N1C=CC=CC=1. The product is [NH2:2][C:1]1[S:23][C:10]([CH2:11][CH3:12])=[N:9][C:3]=1[C:4]([O:6][CH2:7][CH3:8])=[O:5]. The yield is 0.320. (7) The product is [Cl:18][CH2:19][CH2:20][C:21]([C:15]1[CH:16]=[C:10]([Cl:9])[C:11]([OH:17])=[CH:12][C:13]=1[OH:14])=[O:22]. The reactants are FC(F)(F)S(O)(=O)=O.[Cl:9][C:10]1[CH:16]=[CH:15][C:13]([OH:14])=[CH:12][C:11]=1[OH:17].[Cl:18][CH2:19][CH2:20][C:21](O)=[O:22]. The catalyst is O. The yield is 0.984. (8) The yield is 0.440. The product is [CH3:1][C:2]1[CH:7]=[CH:6][N:5]=[CH:4][C:3]=1[C:8]1[CH:17]=[C:16]2[C:11]([CH:12]=[C:13]([NH:18][C:20]3[CH:25]=[C:24]([CH2:26][OH:27])[CH:23]=[CH:22][N:21]=3)[N:14]=[CH:15]2)=[CH:10][CH:9]=1. No catalyst specified. The reactants are [CH3:1][C:2]1[CH:7]=[CH:6][N:5]=[CH:4][C:3]=1[C:8]1[CH:17]=[C:16]2[C:11]([CH:12]=[C:13]([NH2:18])[N:14]=[CH:15]2)=[CH:10][CH:9]=1.Br[C:20]1[CH:25]=[C:24]([CH2:26][OH:27])[CH:23]=[CH:22][N:21]=1. (9) The reactants are N1CCCCC1.[CH3:7][O:8][C:9]1[N:14]=[CH:13][C:12]([CH:15]=O)=[CH:11][CH:10]=1.C([CH2:20][C:21]([NH:23][C:24]1[CH:32]=[CH:31][CH:30]=[CH:29][C:25]=1[C:26]([OH:28])=[O:27])=[O:22])(O)=O.CC(O)=O. The yield is 0.560. The catalyst is C1(C)C=CC=CC=1. The product is [CH3:7][O:8][C:9]1[N:14]=[CH:13][C:12](/[CH:15]=[CH:20]/[C:21]([NH:23][C:24]2[CH:32]=[CH:31][CH:30]=[CH:29][C:25]=2[C:26]([OH:28])=[O:27])=[O:22])=[CH:11][CH:10]=1.